From a dataset of Forward reaction prediction with 1.9M reactions from USPTO patents (1976-2016). Predict the product of the given reaction. (1) The product is: [F:27][C:2]([F:1])([F:26])[C:3]1[CH:4]=[CH:5][C:6]([O:9][C:10]2[CH:11]=[CH:12][C:13]([O:16][C:17]([N:19]3[CH2:20][CH2:21][CH:22]([O:25][N:28]4[CH:32]=[CH:31][CH:30]=[N:29]4)[CH2:23][CH2:24]3)=[O:18])=[CH:14][CH:15]=2)=[N:7][CH:8]=1. Given the reactants [F:1][C:2]([F:27])([F:26])[C:3]1[CH:4]=[CH:5][C:6]([O:9][C:10]2[CH:15]=[CH:14][C:13]([O:16][C:17]([N:19]3[CH2:24][CH2:23][CH:22]([OH:25])[CH2:21][CH2:20]3)=[O:18])=[CH:12][CH:11]=2)=[N:7][CH:8]=1.[N:28]1(O)[CH:32]=[CH:31][CH:30]=[N:29]1, predict the reaction product. (2) Given the reactants [N:1]1([C@H:6]2[CH2:11][CH2:10][CH2:9][CH2:8][C@H:7]2[NH:12][C:13]2[CH:21]=[C:20]([C:22]([F:25])([F:24])[F:23])[CH:19]=[CH:18][C:14]=2[C:15](O)=[O:16])[CH2:5][CH2:4][CH2:3][CH2:2]1.[N:26]1[C:35]2[C:30](=[CH:31][CH:32]=[C:33]([NH2:36])[CH:34]=2)[CH:29]=[CH:28][CH:27]=1.[ClH:37].C(N=C=NCCCN(C)C)C.ON1C2C=CC=CC=2N=N1.C(=O)([O-])[O-].[K+].[K+], predict the reaction product. The product is: [ClH:37].[ClH:37].[N:1]1([C@H:6]2[CH2:11][CH2:10][CH2:9][CH2:8][C@H:7]2[NH:12][C:13]2[CH:21]=[C:20]([C:22]([F:24])([F:25])[F:23])[CH:19]=[CH:18][C:14]=2[C:15]([NH:36][C:33]2[CH:34]=[C:35]3[C:30]([CH:29]=[CH:28][CH:27]=[N:26]3)=[CH:31][CH:32]=2)=[O:16])[CH2:2][CH2:3][CH2:4][CH2:5]1. (3) Given the reactants [I-].[Li+].[CH:3](O)(C)[CH3:4].C[Li].[CH2:9]([O:16][C:17](=[O:31])[N:18]([CH2:20][CH2:21][O:22][C:23]1[CH:28]=[CH:27][CH:26]=[CH:25][C:24]=1[C:29]#[N:30])[CH3:19])[C:10]1[CH:15]=[CH:14][CH:13]=[CH:12][CH:11]=1.C([Zn]CC)C.C(O)(=O)CC(CC(O)=O)(C(O)=O)O.FC(F)(F)C(O)=O.[OH-].[Na+], predict the reaction product. The product is: [CH2:9]([O:16][C:17](=[O:31])[N:18]([CH2:20][CH2:21][O:22][C:23]1[CH:28]=[CH:27][CH:26]=[CH:25][C:24]=1[C:29]1([NH2:30])[CH2:4][CH2:3]1)[CH3:19])[C:10]1[CH:11]=[CH:12][CH:13]=[CH:14][CH:15]=1. (4) Given the reactants [Li+].[Cl:2][C:3]1[CH:8]=[CH:7][N:6]=[C:5]2[CH:9]=[C:10]([C:12]([O-])=[O:13])[S:11][C:4]=12.S(Cl)(Cl)=O.[BH4-].[Na+], predict the reaction product. The product is: [OH:13][CH2:12][C:10]1[S:11][C:4]2[C:5](=[N:6][CH:7]=[CH:8][C:3]=2[Cl:2])[CH:9]=1. (5) Given the reactants [O:1]=[C:2]1[CH2:7][CH:6]([C:8]([O:10][CH3:11])=[O:9])[CH2:5][CH:4]([C:12]([O:14][CH3:15])=[O:13])[CH2:3]1.[CH2:16](O)[CH2:17][OH:18], predict the reaction product. The product is: [O:18]1[C:2]2([CH2:3][CH:4]([C:12]([O:14][CH3:15])=[O:13])[CH2:5][CH:6]([C:8]([O:10][CH3:11])=[O:9])[CH2:7]2)[O:1][CH2:16][CH2:17]1. (6) Given the reactants [Cl:1][C:2]1[C:3]([NH:10][C@@H:11]2[CH2:16][CH2:15][CH2:14][N:13]([C:17]([O:19][C:20]([CH3:23])([CH3:22])[CH3:21])=[O:18])[CH2:12]2)=[N:4][CH:5]=[C:6]([CH2:8][OH:9])[CH:7]=1, predict the reaction product. The product is: [Cl:1][C:2]1[C:3]([NH:10][C@@H:11]2[CH2:16][CH2:15][CH2:14][N:13]([C:17]([O:19][C:20]([CH3:23])([CH3:22])[CH3:21])=[O:18])[CH2:12]2)=[N:4][CH:5]=[C:6]([CH:8]=[O:9])[CH:7]=1. (7) Given the reactants C1CCC=CCCC=1.P([O-])([O-])([O-])=O.[K+].[K+].[K+].[CH3:17][C:18]1[CH:23]=[CH:22][C:21](/[CH:24]=[CH:25]/[CH2:26][CH:27]([CH3:29])[CH3:28])=[CH:20][C:19]=1B(O)O.[CH2:33]=[CH:34][CH:35]=[O:36], predict the reaction product. The product is: [CH3:17][C:18]1[CH:23]=[CH:22][C:21](/[CH:24]=[CH:25]/[CH2:26][CH:27]([CH3:29])[CH3:28])=[CH:20][C:19]=1[CH2:33][CH2:34][CH:35]=[O:36].